This data is from Full USPTO retrosynthesis dataset with 1.9M reactions from patents (1976-2016). The task is: Predict the reactants needed to synthesize the given product. Given the product [CH3:1][O:2][C:3]([CH:5]1[CH2:9][C@@:8]2([O:39][N:32]=[C:35]([C:36]3[CH:19]=[CH:20][CH:21]=[C:22]([Cl:24])[CH:23]=3)[CH2:10]2)[CH2:7][N:6]1[C:11]([O:13][C:14]([CH3:17])([CH3:16])[CH3:15])=[O:12])=[O:4], predict the reactants needed to synthesize it. The reactants are: [CH3:1][O:2][C:3]([C@@H:5]1[CH2:9][C:8](=[CH2:10])[CH2:7][N:6]1[C:11]([O:13][C:14]([CH3:17])([CH3:16])[CH3:15])=[O:12])=[O:4].C1[CH:23]=[C:22]([Cl:24])[CH:21]=[C:20](CON(Cl)Cl)[CH:19]=1.C([N:32]([CH2:35][CH3:36])CC)C.CC[O:39]C(C)=O.